This data is from Catalyst prediction with 721,799 reactions and 888 catalyst types from USPTO. The task is: Predict which catalyst facilitates the given reaction. (1) Reactant: [NH2:1][C:2]1[C:3](Cl)=[N:4][C:5]([C:8]([F:11])([F:10])[F:9])=[CH:6][CH:7]=1.[C:13]([O:17][C:18]([N:20]1[CH2:25][CH:24]=[C:23](B2OC(C)(C)C(C)(C)O2)[CH2:22][CH2:21]1)=[O:19])([CH3:16])([CH3:15])[CH3:14].P([O-])([O-])([O-])=O.[K+].[K+].[K+].C(OCC)(=O)C. Product: [C:13]([O:17][C:18]([N:20]1[CH2:21][CH:22]=[C:23]([C:3]2[C:2]([NH2:1])=[CH:7][CH:6]=[C:5]([C:8]([F:11])([F:10])[F:9])[N:4]=2)[CH2:24][CH2:25]1)=[O:19])([CH3:16])([CH3:14])[CH3:15]. The catalyst class is: 57. (2) Reactant: Br[C:2]1[CH:7]=[CH:6][C:5]([N+:8]([O-:10])=[O:9])=[CH:4][CH:3]=1.[N:11]1[CH:16]=[CH:15][C:14](B(O)O)=[CH:13][CH:12]=1.C([O-])([O-])=O.[Na+].[Na+].COCCOC. Product: [N+:8]([C:5]1[CH:6]=[CH:7][C:2]([C:14]2[CH:15]=[CH:16][N:11]=[CH:12][CH:13]=2)=[CH:3][CH:4]=1)([O-:10])=[O:9]. The catalyst class is: 103. (3) The catalyst class is: 20. Reactant: [C:1]([O:5][C:6]([N:8]1[CH2:12][CH2:11][CH:10]([C:13]2[CH:18]=[CH:17][C:16]([S:19]([C:22]3[CH:27]=[CH:26][CH:25]=[C:24]([F:28])[CH:23]=3)(=[O:21])=[O:20])=[CH:15][C:14]=2[CH2:29][OH:30])[CH2:9]1)=[O:7])([CH3:4])([CH3:3])[CH3:2].[Li+].CC([N-]C(C)C)C.[CH3:39][N:40]([CH3:44])[C:41](Cl)=[O:42]. Product: [C:1]([O:5][C:6]([N:8]1[CH2:12][CH2:11][CH:10]([C:13]2[CH:18]=[CH:17][C:16]([S:19]([C:22]3[CH:27]=[CH:26][CH:25]=[C:24]([F:28])[CH:23]=3)(=[O:21])=[O:20])=[CH:15][C:14]=2[CH2:29][O:30][C:41](=[O:42])[N:40]([CH3:44])[CH3:39])[CH2:9]1)=[O:7])([CH3:4])([CH3:2])[CH3:3]. (4) Reactant: C[Si]([C:5]#[C:6][C:7]1[CH:12]=[CH:11][C:10]([N:13]2[C:17]([C:18]3[CH:23]=[CH:22][N:21]=[CH:20][CH:19]=3)=[CH:16][N:15]=[CH:14]2)=[CH:9][CH:8]=1)(C)C.CCCC[N+](CCCC)(CCCC)CCCC.[F-].C1COCC1. Product: [C:6]([C:7]1[CH:8]=[CH:9][C:10]([N:13]2[C:17]([C:18]3[CH:23]=[CH:22][N:21]=[CH:20][CH:19]=3)=[CH:16][N:15]=[CH:14]2)=[CH:11][CH:12]=1)#[CH:5]. The catalyst class is: 721. (5) Reactant: [CH3:1][O:2][C:3]([C:5]1[CH:13]=[C:12]2[C:8]([CH:9]=[C:10]([CH3:14])[NH:11]2)=[CH:7][CH:6]=1)=[O:4].[Cl:15][C:16]1[CH:23]=[CH:22][CH:21]=[CH:20][C:17]=1[CH2:18]Br.C(=O)([O-])[O-].[K+].[K+]. Product: [Cl:15][C:16]1[CH:23]=[CH:22][CH:21]=[CH:20][C:17]=1[CH2:18][N:11]1[C:12]2[C:8](=[CH:7][CH:6]=[C:5]([C:3]([O:2][CH3:1])=[O:4])[CH:13]=2)[CH:9]=[C:10]1[CH3:14]. The catalyst class is: 9. (6) The catalyst class is: 78. Product: [C:14]([O:18][C:19]([NH:1][C:4]1[CH:9]=[CH:8][C:7]([CH2:10][C:11]([OH:13])=[O:12])=[CH:6][CH:5]=1)=[O:20])([CH3:17])([CH3:16])[CH3:15]. Reactant: [N+:1]([C:4]1[CH:9]=[CH:8][C:7]([CH2:10][C:11]([OH:13])=[O:12])=[CH:6][CH:5]=1)([O-])=O.[C:14]([O:18][C:19](O[C:19]([O:18][C:14]([CH3:17])([CH3:16])[CH3:15])=[O:20])=[O:20])([CH3:17])([CH3:16])[CH3:15].